From a dataset of NCI-60 drug combinations with 297,098 pairs across 59 cell lines. Regression. Given two drug SMILES strings and cell line genomic features, predict the synergy score measuring deviation from expected non-interaction effect. (1) Drug 1: COC1=C(C=C2C(=C1)N=CN=C2NC3=CC(=C(C=C3)F)Cl)OCCCN4CCOCC4. Drug 2: CC(C)CN1C=NC2=C1C3=CC=CC=C3N=C2N. Cell line: HCC-2998. Synergy scores: CSS=4.41, Synergy_ZIP=0.143, Synergy_Bliss=0.00404, Synergy_Loewe=-3.40, Synergy_HSA=-3.26. (2) Drug 1: C1CCC(C1)C(CC#N)N2C=C(C=N2)C3=C4C=CNC4=NC=N3. Drug 2: CCC1(C2=C(COC1=O)C(=O)N3CC4=CC5=C(C=CC(=C5CN(C)C)O)N=C4C3=C2)O.Cl. Cell line: SF-539. Synergy scores: CSS=31.0, Synergy_ZIP=-10.1, Synergy_Bliss=-6.02, Synergy_Loewe=-24.3, Synergy_HSA=-5.74. (3) Synergy scores: CSS=14.5, Synergy_ZIP=10.0, Synergy_Bliss=6.82, Synergy_Loewe=-13.0, Synergy_HSA=6.76. Drug 2: CCC1(CC2CC(C3=C(CCN(C2)C1)C4=CC=CC=C4N3)(C5=C(C=C6C(=C5)C78CCN9C7C(C=CC9)(C(C(C8N6C)(C(=O)OC)O)OC(=O)C)CC)OC)C(=O)OC)O.OS(=O)(=O)O. Drug 1: CCC1(CC2CC(C3=C(CCN(C2)C1)C4=CC=CC=C4N3)(C5=C(C=C6C(=C5)C78CCN9C7C(C=CC9)(C(C(C8N6C=O)(C(=O)OC)O)OC(=O)C)CC)OC)C(=O)OC)O.OS(=O)(=O)O. Cell line: SF-539. (4) Drug 1: CC1CCC2CC(C(=CC=CC=CC(CC(C(=O)C(C(C(=CC(C(=O)CC(OC(=O)C3CCCCN3C(=O)C(=O)C1(O2)O)C(C)CC4CCC(C(C4)OC)OCCO)C)C)O)OC)C)C)C)OC. Drug 2: CC1C(C(CC(O1)OC2CC(CC3=C2C(=C4C(=C3O)C(=O)C5=C(C4=O)C(=CC=C5)OC)O)(C(=O)CO)O)N)O.Cl. Cell line: MCF7. Synergy scores: CSS=39.6, Synergy_ZIP=-5.29, Synergy_Bliss=-1.55, Synergy_Loewe=2.52, Synergy_HSA=5.37. (5) Drug 1: C1=CN(C=N1)CC(O)(P(=O)(O)O)P(=O)(O)O. Drug 2: CC1=C(C(=O)C2=C(C1=O)N3CC4C(C3(C2COC(=O)N)OC)N4)N. Cell line: SN12C. Synergy scores: CSS=19.4, Synergy_ZIP=-8.73, Synergy_Bliss=-2.28, Synergy_Loewe=-18.1, Synergy_HSA=-3.47.